This data is from Full USPTO retrosynthesis dataset with 1.9M reactions from patents (1976-2016). The task is: Predict the reactants needed to synthesize the given product. (1) Given the product [CH2:1]([O:10][C:9](=[O:11])[C:8]([C:16]1[CH:17]=[CH:18][C:19]([N+:26]([O-:28])=[O:27])=[C:20]([NH:24][CH3:25])[C:21]=1[C:22]#[N:23])([CH3:7])[C:12](=[O:13])[CH3:14])[CH3:2], predict the reactants needed to synthesize it. The reactants are: [CH3:1][C:2](C)([O-])C.[K+].[CH3:7][CH:8]([C:12]([CH3:14])=[O:13])[C:9]([O-:11])=[O:10].Cl[C:16]1[C:21]([C:22]#[N:23])=[C:20]([NH:24][CH3:25])[C:19]([N+:26]([O-:28])=[O:27])=[CH:18][CH:17]=1.[NH4+].[Cl-]. (2) Given the product [CH2:1]([O:3][C:4]([C:5]1[CH:6]=[C:7]([C:9]2[CH:14]=[CH:13][C:12]([O:15][CH2:16][C:17]3[CH:22]=[CH:21][CH:20]=[CH:19][CH:18]=3)=[CH:11][CH:10]=2)[N:33]([C:27]2[CH:28]=[CH:29][C:30]([Cl:32])=[CH:31][C:26]=2[Cl:25])[N:34]=1)=[O:24])[CH3:2], predict the reactants needed to synthesize it. The reactants are: [CH2:1]([O:3][C:4](=[O:24])[C:5](=O)[CH2:6][C:7]([C:9]1[CH:14]=[CH:13][C:12]([O:15][CH2:16][C:17]2[CH:22]=[CH:21][CH:20]=[CH:19][CH:18]=2)=[CH:11][CH:10]=1)=O)[CH3:2].[Cl:25][C:26]1[CH:31]=[C:30]([Cl:32])[CH:29]=[CH:28][C:27]=1[NH:33][NH2:34]. (3) Given the product [N+:12]([C:15]1[CH:16]=[CH:17][CH:18]=[C:19]2[C:24]=1[N:23]=[C:22]([C:10]1[C:9]3[C:4](=[CH:5][CH:6]=[C:7]([CH3:11])[CH:8]=3)[NH:3][C:2]=1[CH3:1])[CH:21]=[CH:20]2)([O-:14])=[O:13], predict the reactants needed to synthesize it. The reactants are: [CH3:1][C:2]1[NH:3][C:4]2[C:9]([CH:10]=1)=[CH:8][C:7]([CH3:11])=[CH:6][CH:5]=2.[N+:12]([C:15]1[CH:16]=[CH:17][CH:18]=[C:19]2[C:24]=1[N:23]=[CH:22][CH:21]=[C:20]2Cl)([O-:14])=[O:13].Cl.C(=O)([O-])O.[Na+].